Dataset: Reaction yield outcomes from USPTO patents with 853,638 reactions. Task: Predict the reaction yield, written as a fraction of the theoretical maximum amount of product (1.0 means a 100% yield; for example, 0.34 means a 34% yield). (1) The reactants are [NH2:1][C:2]1[NH:6][N:5]=[C:4]([C:7]([O:9]C)=O)[N:3]=1.C(O)C.[CH3:14][NH2:15]. No catalyst specified. The product is [NH2:1][C:2]1[NH:6][N:5]=[C:4]([C:7]([NH:15][CH3:14])=[O:9])[N:3]=1. The yield is 0.630. (2) The reactants are [NH2:1][C:2]1[C:11]2[CH:10]=[CH:9][CH:8]=[C:7](Br)[C:6]=2[N:5]=[C:4]2[CH2:13][N:14]([CH:17]3[CH2:20][CH2:19][CH2:18]3)[C:15](=[O:16])[C:3]=12.[CH3:21][O:22][C:23]1[CH:28]=[CH:27][N:26]=[CH:25][C:24]=1B(O)O. No catalyst specified. The product is [NH2:1][C:2]1[C:11]2[CH:10]=[CH:9][CH:8]=[C:7]([C:24]3[CH:25]=[N:26][CH:27]=[CH:28][C:23]=3[O:22][CH3:21])[C:6]=2[N:5]=[C:4]2[CH2:13][N:14]([CH:17]3[CH2:20][CH2:19][CH2:18]3)[C:15](=[O:16])[C:3]=12. The yield is 0.738. (3) The reactants are ClCCl.C([O-])([O-])=O.[Cs+].[Cs+].[Cl:10][C:11]1[CH:12]=[C:13](B(O)O)[CH:14]=[CH:15][C:16]=1[O:17][CH3:18].Cl[C:23]1[N:24]=[C:25]([CH3:44])[C:26]2[CH2:31][CH2:30][N:29]([C:32]3[CH:37]=[CH:36][C:35]([CH2:38][C:39]([O:41][CH2:42][CH3:43])=[O:40])=[CH:34][CH:33]=3)[C:27]=2[N:28]=1. The catalyst is O1CCOCC1. The product is [Cl:10][C:11]1[CH:12]=[C:13]([C:23]2[N:24]=[C:25]([CH3:44])[C:26]3[CH2:31][CH2:30][N:29]([C:32]4[CH:33]=[CH:34][C:35]([CH2:38][C:39]([O:41][CH2:42][CH3:43])=[O:40])=[CH:36][CH:37]=4)[C:27]=3[N:28]=2)[CH:14]=[CH:15][C:16]=1[O:17][CH3:18]. The yield is 0.550. (4) The reactants are [CH3:1][O:2][C:3]([C:5]1([C:8]2[CH:13]=[CH:12][C:11]([O:14][CH3:15])=[C:10]([CH2:16]Cl)[CH:9]=2)[CH2:7][CH2:6]1)=[O:4].C([O-])([O-])=[O:19].[Na+].[Na+].Cl. The catalyst is O.[N+](CCCC)(CCCC)(CCCC)CCCC.[Br-]. The product is [CH3:1][O:2][C:3]([C:5]1([C:8]2[CH:13]=[CH:12][C:11]([O:14][CH3:15])=[C:10]([CH2:16][OH:19])[CH:9]=2)[CH2:7][CH2:6]1)=[O:4]. The yield is 0.390. (5) The catalyst is O1CCCC1. The yield is 0.0569. The reactants are [F:1][C:2]1[CH:3]=[C:4]([CH:22]=[CH:23][C:24]=1[F:25])[CH2:5][O:6][C:7]1[CH:20]=[C:11]2[N:12]([CH2:16][C:17]([OH:19])=O)[CH2:13][CH2:14][CH2:15][N:10]2[C:9](=[O:21])[N:8]=1.CCN(C(C)C)C(C)C.CN(C(O[N:43]1N=N[C:45]2[CH:46]=CC=N[C:44]1=2)=[N+](C)C)C.F[P-](F)(F)(F)(F)F.C(N)CC. The product is [F:1][C:2]1[CH:3]=[C:4]([CH:22]=[CH:23][C:24]=1[F:25])[CH2:5][O:6][C:7]1[CH:20]=[C:11]2[N:12]([CH2:16][C:17]([NH:43][CH2:44][CH2:45][CH3:46])=[O:19])[CH2:13][CH2:14][CH2:15][N:10]2[C:9](=[O:21])[N:8]=1. (6) The reactants are [F:1][C:2]1[CH:7]=[CH:6][CH:5]=[CH:4][C:3]=1[S:8]([NH:11][C:12]([CH3:30])([CH3:29])[C:13]([NH:15][CH:16]1[CH:23]2[CH2:24][C:19]3([C:26]([OH:28])=O)[CH2:20][CH:21]([CH2:25][CH:17]1[CH2:18]3)[CH2:22]2)=[O:14])(=[O:10])=[O:9].C1C=CC2N(O)N=[N:37]C=2C=1.CCN=C=NCCCN(C)C.O.N. The catalyst is C(Cl)Cl. The product is [F:1][C:2]1[CH:7]=[CH:6][CH:5]=[CH:4][C:3]=1[S:8]([NH:11][C:12]([CH3:29])([CH3:30])[C:13]([NH:15][CH:16]1[CH:17]2[CH2:18][C:19]3([C:26]([NH2:37])=[O:28])[CH2:20][CH:21]([CH2:22][CH:23]1[CH2:24]3)[CH2:25]2)=[O:14])(=[O:9])=[O:10]. The yield is 0.150. (7) The reactants are [CH2:1]([C:8]1[C:9]([O:19][CH2:20][C:21]2[CH:26]=[CH:25][CH:24]=[CH:23][CH:22]=2)=[C:10]([CH2:14][CH:15]([OH:18])[CH2:16][OH:17])[CH:11]=[CH:12][CH:13]=1)[C:2]1[CH:7]=[CH:6][CH:5]=[CH:4][CH:3]=1.[C:27]1([CH3:37])[CH:32]=[CH:31][C:30]([S:33](Cl)(=[O:35])=[O:34])=[CH:29][CH:28]=1.CC1C=CC(S(OCC(O)CC2C=CC(OC)=CC=2OCC2C=CC=CC=2)(=O)=O)=CC=1. The catalyst is N1C=CC=CC=1. The product is [CH3:37][C:27]1[CH:32]=[CH:31][C:30]([S:33]([O:17][CH2:16][CH:15]([OH:18])[CH2:14][C:10]2[CH:11]=[CH:12][CH:13]=[C:8]([CH2:1][C:2]3[CH:3]=[CH:4][CH:5]=[CH:6][CH:7]=3)[C:9]=2[O:19][CH2:20][C:21]2[CH:26]=[CH:25][CH:24]=[CH:23][CH:22]=2)(=[O:35])=[O:34])=[CH:29][CH:28]=1. The yield is 0.700.